From a dataset of Peptide-MHC class II binding affinity with 134,281 pairs from IEDB. Regression. Given a peptide amino acid sequence and an MHC pseudo amino acid sequence, predict their binding affinity value. This is MHC class II binding data. (1) The peptide sequence is LLWDYMCISLSTAIE. The MHC is DRB1_1101 with pseudo-sequence DRB1_1101. The binding affinity (normalized) is 0.556. (2) The peptide sequence is GRSYAADAGYAPATP. The MHC is HLA-DPA10103-DPB10301 with pseudo-sequence HLA-DPA10103-DPB10301. The binding affinity (normalized) is 0.159. (3) The peptide sequence is AAATAGTTVYGAFCA. The MHC is HLA-DPA10103-DPB10601 with pseudo-sequence HLA-DPA10103-DPB10601. The binding affinity (normalized) is 0. (4) The peptide sequence is YDKFLANVSFVLTGK. The MHC is DRB1_0101 with pseudo-sequence DRB1_0101. The binding affinity (normalized) is 1.00. (5) The peptide sequence is ELESCEAHACQINSD. The MHC is DRB1_0101 with pseudo-sequence DRB1_0101. The binding affinity (normalized) is 0.196. (6) The peptide sequence is YDKFLANVSTVLTEK. The MHC is DRB1_1101 with pseudo-sequence DRB1_1101. The binding affinity (normalized) is 0.519. (7) The peptide sequence is FMVAMFLAVAVVLGL. The MHC is DRB1_1201 with pseudo-sequence DRB1_1201. The binding affinity (normalized) is 0.327. (8) The peptide sequence is GGWWLTFGQILGLAQ. The binding affinity (normalized) is 0. The MHC is HLA-DPA10201-DPB10501 with pseudo-sequence HLA-DPA10201-DPB10501. (9) The peptide sequence is RRRVMIQSSGGKLRL. The MHC is DRB4_0101 with pseudo-sequence DRB4_0103. The binding affinity (normalized) is 0.563. (10) The peptide sequence is LGSQEGAMHTALTGA. The MHC is DRB3_0101 with pseudo-sequence DRB3_0101. The binding affinity (normalized) is 0.203.